Task: Predict which catalyst facilitates the given reaction.. Dataset: Catalyst prediction with 721,799 reactions and 888 catalyst types from USPTO (1) Reactant: [I:1][C:2]1[CH:7]=[CH:6][C:5]([CH2:8][CH2:9][NH2:10])=[CH:4][CH:3]=1.C(N(CC)CC)C.[C:18]([O:22][C:23](O[C:23]([O:22][C:18]([CH3:21])([CH3:20])[CH3:19])=[O:24])=[O:24])([CH3:21])([CH3:20])[CH3:19].C(OCC)(=O)C. Product: [C:18]([O:22][C:23](=[O:24])[NH:10][CH2:9][CH2:8][C:5]1[CH:6]=[CH:7][C:2]([I:1])=[CH:3][CH:4]=1)([CH3:21])([CH3:20])[CH3:19]. The catalyst class is: 20. (2) Reactant: [Cl:1][C:2]1[N:3]=[CH:4][NH:5][C:6]=1[Cl:7].[OH-].[K+].[Br:10][CH2:11][CH2:12][CH2:13][CH2:14][CH2:15][CH2:16][CH2:17][CH2:18][CH2:19][CH2:20][CH3:21].[K+].[Br-].Br[CH2:25][C:26]1[CH:35]=[CH:34][C:33]2[C:28](=[CH:29][CH:30]=[CH:31][CH:32]=2)[CH:27]=1. Product: [Br-:10].[CH2:11]([C:34]1[C:33]2[C:28](=[CH:29][CH:30]=[CH:31][CH:32]=2)[CH:27]=[C:26]([CH3:25])[C:35]=1[N+:3]1[C:2]([Cl:1])=[C:6]([Cl:7])[NH:5][CH:4]=1)[CH2:12][CH2:13][CH2:14][CH2:15][CH2:16][CH2:17][CH2:18][CH2:19][CH2:20][CH3:21]. The catalyst class is: 10. (3) Reactant: [N:1]1([C:7]2[CH:8]=[C:9]([C:13]3[CH:14]=[C:15]4[C:25]5[C:20](=[CH:21][N:22]=[C:23]([C:26]6[CH:27]=[N:28][CH:29]=[CH:30][CH:31]=6)[CH:24]=5)[NH:19][C:16]4=[N:17][CH:18]=3)[CH:10]=[CH:11][CH:12]=2)[CH2:6][CH2:5][NH:4][CH2:3][CH2:2]1.Cl.[CH3:33][N:34]([CH3:39])[CH2:35][C:36](Cl)=[O:37].N1C=CC=CC=1.C(N(CC)C(C)C)(C)C. Product: [CH3:33][N:34]([CH3:39])[CH2:35][C:36]([N:4]1[CH2:3][CH2:2][N:1]([C:7]2[CH:12]=[CH:11][CH:10]=[C:9]([C:13]3[CH:14]=[C:15]4[C:25]5[C:20](=[CH:21][N:22]=[C:23]([C:26]6[CH:27]=[N:28][CH:29]=[CH:30][CH:31]=6)[CH:24]=5)[NH:19][C:16]4=[N:17][CH:18]=3)[CH:8]=2)[CH2:6][CH2:5]1)=[O:37]. The catalyst class is: 389. (4) Reactant: C(OC([NH:8][C:9]1[CH:17]=[CH:16][CH:15]=[C:14]2[C:10]=1[CH:11]=[N:12][N:13]2[C:18]([C:25]1[CH:30]=[CH:29][C:28]([Cl:31])=[CH:27][CH:26]=1)([CH2:23][CH3:24])[C:19]([O:21][CH3:22])=[O:20])=O)(C)(C)C. Product: [NH2:8][C:9]1[CH:17]=[CH:16][CH:15]=[C:14]2[C:10]=1[CH:11]=[N:12][N:13]2[C:18]([C:25]1[CH:26]=[CH:27][C:28]([Cl:31])=[CH:29][CH:30]=1)([CH2:23][CH3:24])[C:19]([O:21][CH3:22])=[O:20]. The catalyst class is: 209. (5) Reactant: [N+:1]([CH3:4])([O-:3])=[O:2].C[O-].[Na+].[C:8]([Si:12]([CH3:33])([CH3:32])[O:13][CH2:14][CH2:15][C:16]([CH3:31])([CH3:30])[CH2:17]/[CH:18]=[C:19]1\[C:20](=[O:29])[NH:21][C:22]2[C:27]\1=[CH:26][CH:25]=[C:24]([Cl:28])[CH:23]=2)([CH3:11])([CH3:10])[CH3:9].C(O)(=O)C. Product: [C:8]([Si:12]([CH3:32])([CH3:33])[O:13][CH2:14][CH2:15][C:16]([CH3:31])([CH3:30])[CH2:17][CH:18]([CH:19]1[C:27]2[C:22](=[CH:23][C:24]([Cl:28])=[CH:25][CH:26]=2)[NH:21][C:20]1=[O:29])[CH2:4][N+:1]([O-:3])=[O:2])([CH3:10])([CH3:9])[CH3:11]. The catalyst class is: 5. (6) Reactant: [F:1][C:2]1[CH:7]=[CH:6][C:5]([N:8]2[CH2:13][CH2:12][CH:11]([C:14](Cl)=[O:15])[CH2:10][CH2:9]2)=[CH:4][CH:3]=1.[CH3:17][C@H:18]1[CH2:23][N:22]([CH2:24][C:25]2[CH:30]=[CH:29][C:28]([NH:31][CH3:32])=[CH:27][CH:26]=2)[CH2:21][CH2:20][N:19]1[C:33]([O:35][C:36]([CH3:39])([CH3:38])[CH3:37])=[O:34].C(N(CC)CC)C. Product: [F:1][C:2]1[CH:7]=[CH:6][C:5]([N:8]2[CH2:13][CH2:12][CH:11]([C:14]([N:31]([CH3:32])[C:28]3[CH:27]=[CH:26][C:25]([CH2:24][N:22]4[CH2:21][CH2:20][N:19]([C:33]([O:35][C:36]([CH3:38])([CH3:37])[CH3:39])=[O:34])[C@@H:18]([CH3:17])[CH2:23]4)=[CH:30][CH:29]=3)=[O:15])[CH2:10][CH2:9]2)=[CH:4][CH:3]=1. The catalyst class is: 34. (7) Reactant: C([O:4][C:5]1[CH:6]=[C:7](/[CH:15]=[CH:16]/[C:17]2[CH:22]=[CH:21][C:20]([O:23]C(=O)C)=[CH:19][CH:18]=2)[CH:8]=[C:9]([O:11]C(=O)C)[CH:10]=1)(=O)C.[OH-].[K+].Cl.C(OCC)(=O)C. Product: [C:7]1([CH:15]=[CH:16][C:17]2[CH:22]=[CH:21][C:20]([OH:23])=[CH:19][CH:18]=2)[CH:8]=[C:9]([OH:11])[CH:10]=[C:5]([OH:4])[CH:6]=1. The catalyst class is: 5.